This data is from Forward reaction prediction with 1.9M reactions from USPTO patents (1976-2016). The task is: Predict the product of the given reaction. Given the reactants [CH2:1]([N:4]([CH2:15][CH:16]=[CH2:17])[S:5]([C:8]1[CH:13]=[CH:12][C:11]([CH3:14])=[CH:10][CH:9]=1)(=[O:7])=[O:6])C=C, predict the reaction product. The product is: [C:11]1([CH3:14])[CH:10]=[CH:9][C:8]([S:5]([N:4]2[CH2:1][CH:17]=[CH:16][CH2:15]2)(=[O:6])=[O:7])=[CH:13][CH:12]=1.